Dataset: Full USPTO retrosynthesis dataset with 1.9M reactions from patents (1976-2016). Task: Predict the reactants needed to synthesize the given product. (1) The reactants are: [N:1]1[N:5]2[C:6](=[O:14])[C:7]3[N:8]([N:11]=[CH:12][CH:13]=3)[C:9](=O)[C:4]2=[CH:3][CH:2]=1.[Cl:15][C:16]1C=CC(C#N)=[C:20]([CH:22]=1)N. Given the product [Cl:15][C:16]1[CH:22]=[CH:20][C:3]([C:2]#[N:1])=[C:4]([NH:5][C:6]([C:7]2[CH:13]=[CH:12][NH:11][N:8]=2)=[O:14])[CH:9]=1, predict the reactants needed to synthesize it. (2) Given the product [C:1]([O:5][C:6](=[O:20])[N:7]([C:13]1[CH:14]=[N:15][CH:16]=[CH:17][C:18]=1[C:25]1[CH:26]=[C:27]([F:28])[C:22]([F:21])=[CH:23][C:24]=1[O:32][CH3:33])[CH2:8][C:9]([F:12])([F:11])[F:10])([CH3:4])([CH3:3])[CH3:2], predict the reactants needed to synthesize it. The reactants are: [C:1]([O:5][C:6](=[O:20])[N:7]([C:13]1[CH:14]=[N:15][CH:16]=[CH:17][C:18]=1I)[CH2:8][C:9]([F:12])([F:11])[F:10])([CH3:4])([CH3:3])[CH3:2].[F:21][C:22]1[C:27]([F:28])=[CH:26][C:25](B(O)O)=[C:24]([O:32][CH3:33])[CH:23]=1. (3) The reactants are: [N:1]1([CH2:6][CH2:7][O:8][C:9]2[CH:14]=[CH:13][C:12]([NH:15][CH2:16][C:17]3[CH:22]=[CH:21][CH:20]=[C:19]([O:23][CH:24]4[CH2:29][CH2:28][CH2:27][CH2:26][O:25]4)[CH:18]=3)=[CH:11][CH:10]=2)[CH2:5][CH2:4][CH2:3][CH2:2]1.C(N(CC)CC)C.[Cl:37][C:38]1[CH:46]=[C:45]([Cl:47])[CH:44]=[C:43]([Cl:48])[C:39]=1[C:40](Cl)=[O:41]. Given the product [Cl:37][C:38]1[CH:46]=[C:45]([Cl:47])[CH:44]=[C:43]([Cl:48])[C:39]=1[C:40]([N:15]([C:12]1[CH:13]=[CH:14][C:9]([O:8][CH2:7][CH2:6][N:1]2[CH2:2][CH2:3][CH2:4][CH2:5]2)=[CH:10][CH:11]=1)[CH2:16][C:17]1[CH:22]=[CH:21][CH:20]=[C:19]([O:23][CH:24]2[CH2:29][CH2:28][CH2:27][CH2:26][O:25]2)[CH:18]=1)=[O:41], predict the reactants needed to synthesize it. (4) Given the product [CH2:20]([O:19][P:9]([O:8][C@@H:4]([CH:5]([CH3:7])[CH3:6])[C:3]([OH:27])=[O:2])([O:11][CH2:12][C:13]1[CH:14]=[CH:15][CH:16]=[CH:17][CH:18]=1)=[O:10])[C:21]1[CH:22]=[CH:23][CH:24]=[CH:25][CH:26]=1, predict the reactants needed to synthesize it. The reactants are: C[O:2][C:3](=[O:27])[C@@H:4]([O:8][P:9]([O:19][CH2:20][C:21]1[CH:26]=[CH:25][CH:24]=[CH:23][CH:22]=1)([O:11][CH2:12][C:13]1[CH:18]=[CH:17][CH:16]=[CH:15][CH:14]=1)=[O:10])[CH:5]([CH3:7])[CH3:6].CO.[OH-].[K+].Cl. (5) Given the product [CH2:21]([O:20][C:18]([N:15]1[CH2:14][CH2:13][CH:12]([NH:11][C:2]2[O:3][C:4]3[CH:10]=[CH:9][CH:8]=[CH:7][C:5]=3[N:6]=2)[CH2:17][CH2:16]1)=[O:19])[CH3:22], predict the reactants needed to synthesize it. The reactants are: Cl[C:2]1[O:3][C:4]2[CH:10]=[CH:9][CH:8]=[CH:7][C:5]=2[N:6]=1.[NH2:11][CH:12]1[CH2:17][CH2:16][N:15]([C:18]([O:20][CH2:21][CH3:22])=[O:19])[CH2:14][CH2:13]1. (6) Given the product [Cl:1][C:2]1[C:11]([Cl:12])=[CH:10][C:5]([C:6]([O:8][CH3:9])=[O:7])=[C:4](/[CH:13]=[CH:34]/[C:35]#[N:36])[CH:3]=1, predict the reactants needed to synthesize it. The reactants are: [Cl:1][C:2]1[C:11]([Cl:12])=[CH:10][C:5]([C:6]([O:8][CH3:9])=[O:7])=[C:4]([CH:13]=O)[CH:3]=1.C1(P(=[CH:34][C:35]#[N:36])(C2C=CC=CC=2)C2C=CC=CC=2)C=CC=CC=1. (7) Given the product [Cl:1][C:2]1[CH:3]=[C:4]([C:8]2[O:12][C:11]([CH:13]([OH:14])[CH3:18])=[CH:10][CH:9]=2)[CH:5]=[CH:6][CH:7]=1, predict the reactants needed to synthesize it. The reactants are: [Cl:1][C:2]1[CH:3]=[C:4]([C:8]2[O:12][C:11]([CH:13]=[O:14])=[CH:10][CH:9]=2)[CH:5]=[CH:6][CH:7]=1.C[Mg+].[Br-].[CH3:18]COCC. (8) Given the product [F:1][CH:2]1[CH2:7][CH:6]([CH2:8][O:9][S:31]([CH3:30])(=[O:33])=[O:32])[CH2:5][CH2:4][CH:3]1[N:10]1[CH2:11][CH2:12][N:13]([C:16]([O:18][C:19]([CH3:22])([CH3:21])[CH3:20])=[O:17])[CH2:14][CH2:15]1, predict the reactants needed to synthesize it. The reactants are: [F:1][CH:2]1[CH2:7][CH:6]([CH2:8][OH:9])[CH2:5][CH2:4][CH:3]1[N:10]1[CH2:15][CH2:14][N:13]([C:16]([O:18][C:19]([CH3:22])([CH3:21])[CH3:20])=[O:17])[CH2:12][CH2:11]1.C(N(CC)CC)C.[CH3:30][S:31](Cl)(=[O:33])=[O:32]. (9) The reactants are: [CH:1]([C:4]1[CH:41]=[CH:40][C:7]([O:8][CH:9]([CH2:15][C:16]2[CH:21]=[CH:20][C:19]([O:22][CH2:23][CH2:24][NH:25][C:26]([C:28]3[CH:29]=[CH:30][C:31]([C:34]4[CH:39]=[CH:38][CH:37]=[CH:36][CH:35]=4)=[N:32][CH:33]=3)=[O:27])=[CH:18][CH:17]=2)[C:10]([O:12]CC)=[O:11])=[CH:6][CH:5]=1)([CH3:3])[CH3:2].[OH-].[Na+]. Given the product [CH:1]([C:4]1[CH:5]=[CH:6][C:7]([O:8][CH:9]([CH2:15][C:16]2[CH:21]=[CH:20][C:19]([O:22][CH2:23][CH2:24][NH:25][C:26]([C:28]3[CH:29]=[CH:30][C:31]([C:34]4[CH:39]=[CH:38][CH:37]=[CH:36][CH:35]=4)=[N:32][CH:33]=3)=[O:27])=[CH:18][CH:17]=2)[C:10]([OH:12])=[O:11])=[CH:40][CH:41]=1)([CH3:3])[CH3:2], predict the reactants needed to synthesize it.